This data is from Peptide-MHC class II binding affinity with 134,281 pairs from IEDB. The task is: Regression. Given a peptide amino acid sequence and an MHC pseudo amino acid sequence, predict their binding affinity value. This is MHC class II binding data. (1) The peptide sequence is FAVVDLNKMRAVWVDGKART. The MHC is DRB1_1201 with pseudo-sequence DRB1_1201. The binding affinity (normalized) is 0.697. (2) The peptide sequence is IGLQYLGYVIRDLAA. The MHC is DRB5_0101 with pseudo-sequence DRB5_0101. The binding affinity (normalized) is 0.936. (3) The peptide sequence is GDRGEKPASPAVQPDA. The MHC is HLA-DQA10301-DQB10302 with pseudo-sequence HLA-DQA10301-DQB10302. The binding affinity (normalized) is 0.625. (4) The peptide sequence is AAVKQAYAATVAAAP. The MHC is DRB4_0101 with pseudo-sequence DRB4_0103. The binding affinity (normalized) is 0.299. (5) The peptide sequence is PCRIPVIVADDLTAA. The MHC is DRB4_0101 with pseudo-sequence DRB4_0103. The binding affinity (normalized) is 0.429. (6) The peptide sequence is LFLLSTRQNVEGSYDGAYAP. The MHC is DRB1_0901 with pseudo-sequence DRB1_0901. The binding affinity (normalized) is 0.163. (7) The peptide sequence is GTILVKVEYKGEDAP. The MHC is DRB1_0701 with pseudo-sequence DRB1_0701. The binding affinity (normalized) is 0.217.